This data is from NCI-60 drug combinations with 297,098 pairs across 59 cell lines. The task is: Regression. Given two drug SMILES strings and cell line genomic features, predict the synergy score measuring deviation from expected non-interaction effect. (1) Drug 1: CC1=C2C(C(=O)C3(C(CC4C(C3C(C(C2(C)C)(CC1OC(=O)C(C(C5=CC=CC=C5)NC(=O)OC(C)(C)C)O)O)OC(=O)C6=CC=CC=C6)(CO4)OC(=O)C)O)C)O. Drug 2: CC1=C(C(=O)C2=C(C1=O)N3CC4C(C3(C2COC(=O)N)OC)N4)N. Cell line: LOX IMVI. Synergy scores: CSS=36.1, Synergy_ZIP=1.63, Synergy_Bliss=3.38, Synergy_Loewe=-2.41, Synergy_HSA=1.95. (2) Cell line: SNB-75. Synergy scores: CSS=51.7, Synergy_ZIP=0.850, Synergy_Bliss=3.89, Synergy_Loewe=-24.9, Synergy_HSA=3.77. Drug 1: C1=CC(=CC=C1CC(C(=O)O)N)N(CCCl)CCCl.Cl. Drug 2: CC1C(C(CC(O1)OC2CC(CC3=C2C(=C4C(=C3O)C(=O)C5=C(C4=O)C(=CC=C5)OC)O)(C(=O)CO)O)N)O.Cl. (3) Cell line: K-562. Drug 1: CCC(=C(C1=CC=CC=C1)C2=CC=C(C=C2)OCCN(C)C)C3=CC=CC=C3.C(C(=O)O)C(CC(=O)O)(C(=O)O)O. Drug 2: CC1=C(N=C(N=C1N)C(CC(=O)N)NCC(C(=O)N)N)C(=O)NC(C(C2=CN=CN2)OC3C(C(C(C(O3)CO)O)O)OC4C(C(C(C(O4)CO)O)OC(=O)N)O)C(=O)NC(C)C(C(C)C(=O)NC(C(C)O)C(=O)NCCC5=NC(=CS5)C6=NC(=CS6)C(=O)NCCC[S+](C)C)O. Synergy scores: CSS=4.58, Synergy_ZIP=2.12, Synergy_Bliss=6.55, Synergy_Loewe=2.80, Synergy_HSA=2.82. (4) Drug 1: C1=CN(C(=O)N=C1N)C2C(C(C(O2)CO)O)O.Cl. Drug 2: C1=NC(=NC(=O)N1C2C(C(C(O2)CO)O)O)N. Cell line: MDA-MB-231. Synergy scores: CSS=12.4, Synergy_ZIP=-6.87, Synergy_Bliss=0.711, Synergy_Loewe=-6.36, Synergy_HSA=-1.07. (5) Drug 1: COC1=C(C=C2C(=C1)N=CN=C2NC3=CC(=C(C=C3)F)Cl)OCCCN4CCOCC4. Drug 2: CC12CCC3C(C1CCC2OP(=O)(O)O)CCC4=C3C=CC(=C4)OC(=O)N(CCCl)CCCl.[Na+]. Cell line: CCRF-CEM. Synergy scores: CSS=-3.17, Synergy_ZIP=-3.79, Synergy_Bliss=-11.3, Synergy_Loewe=-11.6, Synergy_HSA=-9.99.